This data is from Forward reaction prediction with 1.9M reactions from USPTO patents (1976-2016). The task is: Predict the product of the given reaction. (1) Given the reactants [OH-].[Na+].[Br:3][C:4]1[CH:9]=[C:8]([F:10])[C:7]([F:11])=[CH:6][C:5]=1[OH:12].Br[CH2:14][CH2:15][C:16]([OH:18])=[O:17].Cl, predict the reaction product. The product is: [Br:3][C:4]1[CH:9]=[C:8]([F:10])[C:7]([F:11])=[CH:6][C:5]=1[O:12][CH2:14][CH2:15][C:16]([OH:18])=[O:17]. (2) Given the reactants ClCCl.C([N:11]1[CH2:16][CH2:15][CH:14]([NH:17][C:18]2[CH:23]=[CH:22][C:21]([C:24]3[NH:25][C:26](=[O:40])[C:27]4[N:32]([CH:33]5[CH2:38][CH2:37][CH2:36][CH2:35][CH2:34]5)[N:31]=[C:30]([CH3:39])[C:28]=4[N:29]=3)=[C:20]([O:41][CH3:42])[CH:19]=2)[CH2:13][CH2:12]1)C1C=CC=CC=1.ClC(OC(Cl)C)=O, predict the reaction product. The product is: [CH:33]1([N:32]2[C:27]3[C:26](=[O:40])[NH:25][C:24]([C:21]4[CH:22]=[CH:23][C:18]([NH:17][CH:14]5[CH2:15][CH2:16][NH:11][CH2:12][CH2:13]5)=[CH:19][C:20]=4[O:41][CH3:42])=[N:29][C:28]=3[C:30]([CH3:39])=[N:31]2)[CH2:34][CH2:35][CH2:36][CH2:37][CH2:38]1. (3) Given the reactants [CH2:1]([O:3][CH:4]([O:17][CH2:18][CH3:19])[C:5]#[C:6][C:7]1[CH:8]=[C:9]2[C:14](=[CH:15][CH:16]=1)[N:13]=[CH:12][CH:11]=[CH:10]2)[CH3:2], predict the reaction product. The product is: [CH2:18]([O:17][CH:4]([O:3][CH2:1][CH3:2])[CH2:5][CH2:6][C:7]1[CH:8]=[C:9]2[C:14](=[CH:15][CH:16]=1)[N:13]=[CH:12][CH:11]=[CH:10]2)[CH3:19]. (4) Given the reactants CON(C)[C:4]([CH:6]1[CH2:10][CH2:9][N:8]([C:11]([O:13][C:14]([CH3:17])([CH3:16])[CH3:15])=[O:12])[CH2:7]1)=[O:5].[CH3:19][Mg]Cl.[NH4+].[Cl-], predict the reaction product. The product is: [C:4]([CH:6]1[CH2:10][CH2:9][N:8]([C:11]([O:13][C:14]([CH3:15])([CH3:16])[CH3:17])=[O:12])[CH2:7]1)(=[O:5])[CH3:19]. (5) Given the reactants [Cl:1][C:2]1[CH:3]=[C:4]([CH:14]=[CH:15][C:16]=1[Cl:17])[CH2:5][N:6]1[CH2:11][CH2:10][O:9][CH:8]([CH2:12][NH2:13])[CH2:7]1.[F:18][C:19]1[CH:24]=[CH:23][C:22]([CH2:25][C:26](O)=[O:27])=[C:21]([CH3:29])[CH:20]=1, predict the reaction product. The product is: [Cl:1][C:2]1[CH:3]=[C:4]([CH:14]=[CH:15][C:16]=1[Cl:17])[CH2:5][N:6]1[CH2:11][CH2:10][O:9][CH:8]([CH2:12][NH:13][C:26](=[O:27])[CH2:25][C:22]2[CH:23]=[CH:24][C:19]([F:18])=[CH:20][C:21]=2[CH3:29])[CH2:7]1.